From a dataset of Full USPTO retrosynthesis dataset with 1.9M reactions from patents (1976-2016). Predict the reactants needed to synthesize the given product. (1) The reactants are: [O:1]=[C:2]1[NH:7][C:6]2[CH:8]=[C:9]([C:11]3[CH:16]=[CH:15][CH:14]=[CH:13][CH:12]=3)[S:10][C:5]=2[C:4](=[O:17])[N:3]1[CH:18]1[CH2:23][CH2:22][N:21]([C:24]([O:26][C:27]([CH3:30])([CH3:29])[CH3:28])=[O:25])[CH2:20][CH2:19]1.[C:31]([C:35]1[O:36][C:37]([CH2:40]Cl)=[N:38][N:39]=1)([CH3:34])([CH3:33])[CH3:32].C(=O)([O-])[O-].[K+].[K+]. Given the product [C:31]([C:35]1[O:36][C:37]([CH2:40][N:7]2[C:6]3[CH:8]=[C:9]([C:11]4[CH:16]=[CH:15][CH:14]=[CH:13][CH:12]=4)[S:10][C:5]=3[C:4](=[O:17])[N:3]([CH:18]3[CH2:23][CH2:22][N:21]([C:24]([O:26][C:27]([CH3:30])([CH3:29])[CH3:28])=[O:25])[CH2:20][CH2:19]3)[C:2]2=[O:1])=[N:38][N:39]=1)([CH3:34])([CH3:33])[CH3:32], predict the reactants needed to synthesize it. (2) Given the product [CH3:21][O:22][CH2:23][CH2:24][C@@H:25]1[NH:26][CH2:27][CH2:28][N:16]([C:14]2[C:15]3[C:6]4[CH:5]=[CH:4][CH:3]=[CH:2][C:7]=4[S:8][C:9]=3[NH:10][C:11]3[CH:20]=[CH:19][CH:18]=[CH:17][C:12]=3[N:13]=2)[CH2:30]1, predict the reactants needed to synthesize it. The reactants are: Cl.[CH:2]1[C:7]2[S:8][C:9]3[NH:10][C:11]4[CH:20]=[CH:19][CH:18]=[CH:17][C:12]=4[N:13]=[C:14]([NH2:16])[C:15]=3[C:6]=2[CH:5]=[CH:4][CH:3]=1.[CH3:21][O:22][CH2:23][CH2:24][C@H:25]1[CH2:30]N[CH2:28][CH2:27][NH:26]1. (3) Given the product [OH:29][C@H:11]1[C@H:10]2[C@@H:20]([I:21])[C@H:13]([C@@H:14]([C:15]([O:17][CH2:18][CH3:19])=[O:16])[N:9]2[C@@H:7]([C:1]2[CH:6]=[CH:5][CH:4]=[CH:3][CH:2]=2)[CH3:8])[CH2:12]1, predict the reactants needed to synthesize it. The reactants are: [C:1]1([C@H:7]([N:9]2[C@H:14]([C:15]([O:17][CH2:18][CH3:19])=[O:16])[C@@H:13]3[CH2:20][C@H:10]2[CH:11]=[CH:12]3)[CH3:8])[CH:6]=[CH:5][CH:4]=[CH:3][CH:2]=1.[I:21]N1C(=O)CCC1=O.[OH2:29]. (4) Given the product [Br:1][C:2]1[CH:7]=[CH:6][C:5]([C:8]2[C:12]3[CH:13]=[CH:14][C:15]([C:17]#[C:18][CH2:19][CH2:20][CH2:21][N:28]([CH3:29])[CH3:27])=[CH:16][C:11]=3[S:10][N:9]=2)=[CH:4][CH:3]=1, predict the reactants needed to synthesize it. The reactants are: [Br:1][C:2]1[CH:7]=[CH:6][C:5]([C:8]2[C:12]3[CH:13]=[CH:14][C:15]([C:17]#[C:18][CH2:19][CH2:20][CH2:21]OS(C)(=O)=O)=[CH:16][C:11]=3[S:10][N:9]=2)=[CH:4][CH:3]=1.[CH3:27][NH:28][CH3:29]. (5) Given the product [CH2:9]([O:8][C:1](=[O:5])/[C:14](=[CH:15]\[O:17][CH2:18][CH3:19])/[C:13](=[O:20])[CH:12]([F:21])[F:11])[CH3:10], predict the reactants needed to synthesize it. The reactants are: [CH:1]([O:8][CH2:9][CH3:10])([O:5]CC)OCC.[F:11][CH:12]([F:21])[C:13](=[O:20])[CH2:14][C:15]([O:17][CH2:18][CH3:19])=O. (6) Given the product [CH2:1]([O:8][C:9]1[CH:23]=[CH:22][C:12]([CH2:13][CH:14]2[NH:17][C:18](=[O:21])[CH2:19][O:16][CH2:15]2)=[CH:11][CH:10]=1)[C:2]1[CH:7]=[CH:6][CH:5]=[CH:4][CH:3]=1, predict the reactants needed to synthesize it. The reactants are: [CH2:1]([O:8][C:9]1[CH:23]=[CH:22][C:12]([CH2:13][CH:14]([NH:17][C:18](=[O:21])[CH2:19]Cl)[CH2:15][OH:16])=[CH:11][CH:10]=1)[C:2]1[CH:7]=[CH:6][CH:5]=[CH:4][CH:3]=1.CC(C)([O-])C.[K+].C([O-])(O)=O.[Na+]. (7) Given the product [CH3:18][O:17][C:16]1[CH:15]=[CH:14][CH:13]=[C:12]([O:19][CH3:20])[C:11]=1[CH:2]1[N:1]([CH2:30][C:29]2[CH:32]=[CH:33][CH:34]=[C:27]([N:21]3[CH2:26][CH2:25][CH2:24][CH2:23][CH2:22]3)[CH:28]=2)[C:5](=[O:7])[CH:4]([CH3:10])[CH2:3]1, predict the reactants needed to synthesize it. The reactants are: [NH2:1][CH:2]([C:11]1[C:16]([O:17][CH3:18])=[CH:15][CH:14]=[CH:13][C:12]=1[O:19][CH3:20])[CH2:3][CH:4]([CH3:10])[C:5]([O:7]CC)=O.[N:21]1([C:27]2[CH:28]=[C:29]([CH:32]=[CH:33][CH:34]=2)[CH:30]=O)[CH2:26][CH2:25][CH2:24][CH2:23][CH2:22]1.